This data is from Peptide-MHC class I binding affinity with 185,985 pairs from IEDB/IMGT. The task is: Regression. Given a peptide amino acid sequence and an MHC pseudo amino acid sequence, predict their binding affinity value. This is MHC class I binding data. The peptide sequence is YPIYGLQFH. The MHC is HLA-B51:01 with pseudo-sequence HLA-B51:01. The binding affinity (normalized) is 0.0847.